This data is from Full USPTO retrosynthesis dataset with 1.9M reactions from patents (1976-2016). The task is: Predict the reactants needed to synthesize the given product. (1) Given the product [CH2:1]([C:5]1[O:6][C:7]2[CH:13]=[CH:12][C:11]([NH:14][S:15]([CH3:18])(=[O:16])=[O:17])=[CH:10][C:8]=2[C:9]=1[Br:19])[CH2:2][CH2:3][CH3:4], predict the reactants needed to synthesize it. The reactants are: [CH2:1]([C:5]1[O:6][C:7]2[CH:13]=[CH:12][C:11]([NH:14][S:15]([CH3:18])(=[O:17])=[O:16])=[CH:10][C:8]=2[CH:9]=1)[CH2:2][CH2:3][CH3:4].[Br:19]N1C(=O)CCC1=O.O. (2) Given the product [NH2:14][CH2:13][C:12]1[CH:11]=[CH:10][N:9]=[C:8]2[N:4]([C:1](=[O:3])[CH3:2])[CH:5]=[CH:6][C:7]=12, predict the reactants needed to synthesize it. The reactants are: [C:1]([N:4]1[C:8]2[N:9]=[CH:10][CH:11]=[C:12]([C:13]#[N:14])[C:7]=2[CH:6]=[CH:5]1)(=[O:3])[CH3:2].CCN(CC)CC. (3) Given the product [CH3:24][C:17]1([CH3:23])[CH2:16][C:15]2[S:14][C:13]3[C:12](=[O:25])[N:11]([C:6]4[CH:7]=[C:8]([F:10])[CH:9]=[C:2]([C:31]5[CH:30]=[C:29]([NH:42][C:43]6[CH:48]=[CH:47][C:46]([N:49]7[CH2:54][CH2:53][N:52]([CH:55]8[CH2:56][O:57][CH2:58]8)[CH2:51][C@@H:50]7[CH3:59])=[CH:45][N:44]=6)[C:28](=[O:60])[N:27]([CH3:26])[CH:32]=5)[C:3]=4[CH:4]=[O:5])[N:22]=[CH:21][C:20]=3[C:19]=2[CH2:18]1, predict the reactants needed to synthesize it. The reactants are: Br[C:2]1[CH:9]=[C:8]([F:10])[CH:7]=[C:6]([N:11]2[N:22]=[CH:21][C:20]3[C:19]4[CH2:18][C:17]([CH3:24])([CH3:23])[CH2:16][C:15]=4[S:14][C:13]=3[C:12]2=[O:25])[C:3]=1[CH:4]=[O:5].[CH3:26][N:27]1[CH:32]=[C:31](B2OC(C)(C)C(C)(C)O2)[CH:30]=[C:29]([NH:42][C:43]2[CH:48]=[CH:47][C:46]([N:49]3[CH2:54][CH2:53][N:52]([CH:55]4[CH2:58][O:57][CH2:56]4)[CH2:51][C@@H:50]3[CH3:59])=[CH:45][N:44]=2)[C:28]1=[O:60].[O-]P([O-])([O-])=O.[K+].[K+].[K+]. (4) Given the product [Cl:1][C:2]1[S:9][C:8]2[CH:7]=[C:6]([C:10](=[O:21])[NH:11][CH2:12][CH2:13][C:14]3[CH:19]=[CH:18][CH:17]=[CH:16][C:15]=3[O:20][CH2:26][CH2:25][O:24][CH3:23])[NH:5][C:4]=2[C:3]=1[Cl:22], predict the reactants needed to synthesize it. The reactants are: [Cl:1][C:2]1[S:9][C:8]2[CH:7]=[C:6]([C:10](=[O:21])[NH:11][CH2:12][CH2:13][C:14]3[CH:19]=[CH:18][CH:17]=[CH:16][C:15]=3[OH:20])[NH:5][C:4]=2[C:3]=1[Cl:22].[CH3:23][O:24][CH:25](O)[CH3:26].C1(P(C2C=CC=CC=2)C2C=CC=CC=2)C=CC=CC=1.CC(OC(/N=N/C(OC(C)C)=O)=O)C. (5) Given the product [Cl:1][C:2]1[C:3]([N:11]2[CH2:12][CH2:13][NH:14][CH2:15][CH2:16]2)=[N:4][CH:5]=[C:6]([CH:10]=1)[C:7]([O:9][CH2:23][CH2:24][CH2:25][CH3:26])=[O:8], predict the reactants needed to synthesize it. The reactants are: [Cl:1][C:2]1[C:3]([N:11]2[CH2:16][CH2:15][NH:14][CH2:13][CH2:12]2)=[N:4][CH:5]=[C:6]([CH:10]=1)[C:7]([O-:9])=[O:8].[NH2+]1CCNCC1.[CH2:23](O)[CH2:24][CH2:25][CH3:26].S(=O)(=O)(O)O.C([O-])(O)=O.[Na+].[NH4+].[OH-].